Dataset: Catalyst prediction with 721,799 reactions and 888 catalyst types from USPTO. Task: Predict which catalyst facilitates the given reaction. (1) Reactant: Br[C:2]1[CH:3]=[C:4]2[C:8](=[CH:9][CH:10]=1)[C:7]1([CH2:13][N:12]([C:14]([O:16][C:17]([CH3:20])([CH3:19])[CH3:18])=[O:15])[CH2:11]1)[O:6][CH2:5]2.[Li]CCCC.CN([CH:29]=[O:30])C. Product: [CH:29]([C:2]1[CH:3]=[C:4]2[C:8](=[CH:9][CH:10]=1)[C:7]1([CH2:13][N:12]([C:14]([O:16][C:17]([CH3:20])([CH3:19])[CH3:18])=[O:15])[CH2:11]1)[O:6][CH2:5]2)=[O:30]. The catalyst class is: 1. (2) Reactant: C([N-]C(C)C)(C)C.[Li+].[Cl:9][C:10]1[CH:11]=[C:12]([C:16]2[CH:24]=[CH:23][CH:22]=[C:21]3[C:17]=2[CH2:18][CH2:19][C:20]3=[O:25])[CH:13]=[CH:14][CH:15]=1.Br[CH2:27][C:28]1[CH:37]=[CH:36][C:31]([C:32]([O:34][CH3:35])=[O:33])=[CH:30][CH:29]=1. Product: [Cl:9][C:10]1[CH:11]=[C:12]([C:16]2[CH:24]=[CH:23][CH:22]=[C:21]3[C:17]=2[CH2:18][CH:19]([CH2:27][C:28]2[CH:37]=[CH:36][C:31]([C:32]([O:34][CH3:35])=[O:33])=[CH:30][CH:29]=2)[C:20]3=[O:25])[CH:13]=[CH:14][CH:15]=1. The catalyst class is: 1. (3) Reactant: S(Cl)(Cl)=O.[Cl:5][C:6]1[CH:14]=[CH:13][C:9]([C:10]([OH:12])=O)=[CH:8][N:7]=1.[C:15]([NH2:19])([CH3:18])([CH3:17])[CH3:16].[OH-].[Na+]. Product: [C:15]([NH:19][C:10](=[O:12])[C:9]1[CH:13]=[CH:14][C:6]([Cl:5])=[N:7][CH:8]=1)([CH3:18])([CH3:17])[CH3:16]. The catalyst class is: 588.